This data is from Forward reaction prediction with 1.9M reactions from USPTO patents (1976-2016). The task is: Predict the product of the given reaction. (1) Given the reactants C(O[C:4](=O)[CH2:5][C:6]([C@@H:8]1[CH2:12][CH2:11][CH2:10][N:9]1[C:13]([O:15]C(C)(C)C)=O)=O)C.[NH2:21]/[C:22](/[CH2:29][C:30]1[CH:35]=[CH:34][C:33]([F:36])=[CH:32][CH:31]=1)=[CH:23]\[C:24]([O:26][CH2:27][CH3:28])=[O:25].C([C:40]1[CH:41]=[C:42]([CH:45]=[C:46]([C:48]([F:51])([F:50])[F:49])[CH:47]=1)[CH:43]=[O:44])(O)=O.[NH:52]1[CH2:57][CH2:56][CH2:55][CH2:54][CH2:53]1.O=[N+]([O-])[O-].[O-][N+](=O)[O-].[O-][N+](=O)[O-].[O-][N+](=O)[O-].[O-][N+](=O)[O-].[O-][N+](=O)[O-].[Ce+4].[NH4+].[NH4+].CCN(CC)CC.[S:92]1C=CC=[C:93]1CCN.CCN=C=NCCCN(C)C.C1C=CC2N(O)N=NC=2C=1.C([O-])(O)=O.[Na+], predict the reaction product. The product is: [F:36][C:33]1[CH:32]=[CH:31][C:30]([CH2:29][C:22]2[C:23]([C:24]([O:26][CH2:27][CH3:28])=[O:25])=[C:4]([C:40]3[CH:47]=[C:46]([C:48]([F:49])([F:50])[F:51])[CH:45]=[C:42]([C:43]([NH:52][CH2:57][CH2:56][C:55]4[S:92][CH:93]=[CH:53][CH:54]=4)=[O:44])[CH:41]=3)[C:5]3[C:13](=[O:15])[N:9]4[C@@H:8]([CH2:12][CH2:11][CH2:10]4)[C:6]=3[N:21]=2)=[CH:35][CH:34]=1. (2) Given the reactants [Br:1][C:2]1[CH:3]=[CH:4][C:5]([OH:12])=[C:6]([CH:11]=1)[C:7]([O:9][CH3:10])=[O:8].C(=O)([O-])[O-].[K+].[K+].Br[C:20]([F:27])([F:26])C(OCC)=O, predict the reaction product. The product is: [Br:1][C:2]1[CH:3]=[CH:4][C:5]([O:12][CH:20]([F:27])[F:26])=[C:6]([CH:11]=1)[C:7]([O:9][CH3:10])=[O:8]. (3) Given the reactants [CH3:1][O:2][C:3]1[CH:8]=[CH:7][C:6]([N:9](C(OC(C)(C)C)=O)[NH:10]C(OC(C)(C)C)=O)=[CH:5][C:4]=1[CH3:25].[ClH:26], predict the reaction product. The product is: [ClH:26].[CH3:1][O:2][C:3]1[CH:8]=[CH:7][C:6]([NH:9][NH2:10])=[CH:5][C:4]=1[CH3:25]. (4) Given the reactants [CH:1]1([C:4]([C:6]2[CH:7]=[N:8][C:9]3[C:14]([C:15]=2[NH:16][C:17]2[CH:18]=[CH:19][C:20]([N:23]4[CH2:27][CH2:26][CH:25]([N:28](C)[C:29](=O)OC(C)(C)C)[CH2:24]4)=[N:21][CH:22]=2)=[CH:13][C:12]([C:37]2[CH:42]=[C:41]([Cl:43])[C:40]([OH:44])=[C:39]([Cl:45])[CH:38]=2)=[CH:11][CH:10]=3)=[O:5])[CH2:3][CH2:2]1.C(O)(C(F)(F)F)=O.[ClH:53], predict the reaction product. The product is: [ClH:43].[ClH:53].[ClH:43].[CH:1]1([C:4]([C:6]2[CH:7]=[N:8][C:9]3[C:14]([C:15]=2[NH:16][C:17]2[CH:22]=[N:21][C:20]([N:23]4[CH2:27][CH2:26][CH:25]([NH:28][CH3:29])[CH2:24]4)=[CH:19][CH:18]=2)=[CH:13][C:12]([C:37]2[CH:38]=[C:39]([Cl:45])[C:40]([OH:44])=[C:41]([Cl:43])[CH:42]=2)=[CH:11][CH:10]=3)=[O:5])[CH2:3][CH2:2]1. (5) Given the reactants [Cl:1][C:2]1[CH:3]=[N:4][CH:5]=[C:6]([Cl:20])[C:7]=1[S:8][C:9]1[S:13][C:12]([C:14]([OH:16])=O)=[CH:11][C:10]=1[N+:17]([O-:19])=[O:18].[NH2:21][CH:22]1[CH2:27][CH2:26][CH2:25][NH:24][C:23]1=[O:28], predict the reaction product. The product is: [Cl:20][C:6]1[CH:5]=[N:4][CH:3]=[C:2]([Cl:1])[C:7]=1[S:8][C:9]1[S:13][C:12]([C:14]([NH:21][CH:22]2[CH2:27][CH2:26][CH2:25][NH:24][C:23]2=[O:28])=[O:16])=[CH:11][C:10]=1[N+:17]([O-:19])=[O:18].